This data is from Merck oncology drug combination screen with 23,052 pairs across 39 cell lines. The task is: Regression. Given two drug SMILES strings and cell line genomic features, predict the synergy score measuring deviation from expected non-interaction effect. (1) Drug 1: O=C(CCCCCCC(=O)Nc1ccccc1)NO. Drug 2: Cc1nc(Nc2ncc(C(=O)Nc3c(C)cccc3Cl)s2)cc(N2CCN(CCO)CC2)n1. Cell line: NCIH2122. Synergy scores: synergy=-40.2. (2) Drug 1: CC1(c2nc3c(C(N)=O)cccc3[nH]2)CCCN1. Drug 2: CCC1(O)C(=O)OCc2c1cc1n(c2=O)Cc2cc3c(CN(C)C)c(O)ccc3nc2-1. Cell line: A2780. Synergy scores: synergy=11.9. (3) Drug 1: O=C(NOCC(O)CO)c1ccc(F)c(F)c1Nc1ccc(I)cc1F. Drug 2: NC1CCCCC1N.O=C(O)C(=O)O.[Pt+2]. Cell line: NCIH1650. Synergy scores: synergy=4.98. (4) Drug 1: C=CCn1c(=O)c2cnc(Nc3ccc(N4CCN(C)CC4)cc3)nc2n1-c1cccc(C(C)(C)O)n1. Drug 2: COC1CC2CCC(C)C(O)(O2)C(=O)C(=O)N2CCCCC2C(=O)OC(C(C)CC2CCC(OP(C)(C)=O)C(OC)C2)CC(=O)C(C)C=C(C)C(O)C(OC)C(=O)C(C)CC(C)C=CC=CC=C1C. Cell line: SW837. Synergy scores: synergy=24.0. (5) Drug 1: Cc1nc(Nc2ncc(C(=O)Nc3c(C)cccc3Cl)s2)cc(N2CCN(CCO)CC2)n1. Drug 2: CCc1c2c(nc3ccc(O)cc13)-c1cc3c(c(=O)n1C2)COC(=O)C3(O)CC. Cell line: DLD1. Synergy scores: synergy=18.8.